This data is from Cav3 T-type calcium channel HTS with 100,875 compounds. The task is: Binary Classification. Given a drug SMILES string, predict its activity (active/inactive) in a high-throughput screening assay against a specified biological target. (1) The molecule is S(=O)(=O)(N1CCCCC1)c1c2c(cc(S(=O)(=O)N3CCCCC3)cc2)ccc1OC. The result is 0 (inactive). (2) The molecule is S(=O)(=O)(Nc1cc(c2oc3c(n2)cccc3)ccc1)c1ccc(NC(=O)C)cc1. The result is 0 (inactive). (3) The drug is Clc1c(NNC(=O)c2c(N)cccc2)ncc(c1)C(F)(F)F. The result is 0 (inactive).